Task: Predict which catalyst facilitates the given reaction.. Dataset: Catalyst prediction with 721,799 reactions and 888 catalyst types from USPTO (1) Reactant: C(N(CC)CC)C.[CH:8]([C:10]1[C:18]2[C:13](=[CH:14][C:15]([C:19]#[N:20])=[CH:16][CH:17]=2)[N:12]([CH3:21])[N:11]=1)=[O:9].[CH:22](=[N:29][C:30]1[CH:35]=[CH:34][CH:33]=[C:32]([O:36][CH3:37])[CH:31]=1)[C:23]1[CH:28]=[CH:27][CH:26]=[CH:25][CH:24]=1. Product: [CH3:37][O:36][C:32]1[CH:31]=[C:30]([NH:29][CH:22]([C:23]2[CH:28]=[CH:27][CH:26]=[CH:25][CH:24]=2)[C:8]([C:10]2[C:18]3[C:13](=[CH:14][C:15]([C:19]#[N:20])=[CH:16][CH:17]=3)[N:12]([CH3:21])[N:11]=2)=[O:9])[CH:35]=[CH:34][CH:33]=1. The catalyst class is: 433. (2) Reactant: [O:1]=[C:2]1[NH:6][C:5](=[O:7])[CH:4]([CH2:8][C:9]2[CH:10]=[CH:11][C:12]([OH:19])=[C:13]([CH:18]=2)[C:14]([O:16][CH3:17])=[O:15])[S:3]1.C(=O)([O-])[O-].[Cs+].[Cs+].Br[CH2:27][CH2:28][N:29]1[C:33]2[CH:34]=[C:35]([C:39]3[N:43]([CH3:44])[C:42]4[CH:45]=[CH:46][CH:47]=[CH:48][C:41]=4[N:40]=3)[CH:36]=[C:37]([CH3:38])[C:32]=2[N:31]=[C:30]1[CH2:49][CH2:50][CH3:51].O. Product: [O:1]=[C:2]1[NH:6][C:5](=[O:7])[CH:4]([CH2:8][C:9]2[CH:10]=[CH:11][C:12]([O:19][CH2:27][CH2:28][N:29]3[C:33]4[CH:34]=[C:35]([C:39]5[N:43]([CH3:44])[C:42]6[CH:45]=[CH:46][CH:47]=[CH:48][C:41]=6[N:40]=5)[CH:36]=[C:37]([CH3:38])[C:32]=4[N:31]=[C:30]3[CH2:49][CH2:50][CH3:51])=[C:13]([CH:18]=2)[C:14]([O:16][CH3:17])=[O:15])[S:3]1. The catalyst class is: 3. (3) Reactant: N([O-])=O.[Na+].[N+]([O-])(O)=O.[Cl:9][C:10]1[CH:11]=[C:12]([C:16]2[C:25]3[C:20](=[CH:21][CH:22]=[C:23]([C:26]([C:35]4[CH:40]=[CH:39][C:38]([I:41])=[CH:37][CH:36]=4)([C:28]4[N:32]([CH3:33])[C:31](S)=[N:30][N:29]=4)[OH:27])[CH:24]=3)[N:19]3[N:42]=[N:43][N:44]=[C:18]3[N:17]=2)[CH:13]=[CH:14][CH:15]=1.C(=O)([O-])[O-].[K+].[K+]. Product: [Cl:9][C:10]1[CH:11]=[C:12]([C:16]2[C:25]3[C:20](=[CH:21][CH:22]=[C:23]([C:26]([C:35]4[CH:40]=[CH:39][C:38]([I:41])=[CH:37][CH:36]=4)([C:28]4[N:32]([CH3:33])[CH:31]=[N:30][N:29]=4)[OH:27])[CH:24]=3)[N:19]3[N:42]=[N:43][N:44]=[C:18]3[N:17]=2)[CH:13]=[CH:14][CH:15]=1. The catalyst class is: 387. (4) Reactant: [CH3:1][O:2][C:3]1[CH:4]=[C:5]([C:9]2(O)[CH2:14][CH2:13][CH2:12][CH2:11][CH2:10]2)[CH:6]=[CH:7][CH:8]=1.O=S(Cl)Cl.N1C=CC=CC=1.Cl. Product: [C:9]1([C:5]2[CH:6]=[CH:7][CH:8]=[C:3]([O:2][CH3:1])[CH:4]=2)[CH2:14][CH2:13][CH2:12][CH2:11][CH:10]=1. The catalyst class is: 1. (5) Product: [NH2:11][C:8]1[CH:9]=[CH:10][C:5]([CH:3]([OH:4])[C:2]([F:1])([F:14])[F:15])=[CH:6][CH:7]=1. Reactant: [F:1][C:2]([F:15])([F:14])[CH:3]([C:5]1[CH:10]=[CH:9][C:8]([N+:11]([O-])=O)=[CH:7][CH:6]=1)[OH:4]. The catalyst class is: 19. (6) Reactant: [Br:1][C:2]1[C:6]([CH2:7]O)=[CH:5][N:4]([C:9]([CH2:12][CH3:13])([CH3:11])[CH3:10])[N:3]=1.C(N(CC)CC)C.CS([Cl:25])(=O)=O. Product: [Br:1][C:2]1[C:6]([CH2:7][Cl:25])=[CH:5][N:4]([C:9]([CH2:12][CH3:13])([CH3:11])[CH3:10])[N:3]=1. The catalyst class is: 96. (7) Reactant: C([O:3][C:4](=[O:28])[CH2:5][CH2:6][C:7]([C:9]1[CH:14]=[C:13]([I:15])[C:12]([O:16][CH2:17][CH2:18][CH3:19])=[C:11]([O:20][CH2:21][C:22]2[CH:27]=[CH:26][CH:25]=[CH:24][CH:23]=2)[CH:10]=1)=O)C.[BH4-].[Na+]. Product: [CH2:21]([O:20][C:11]1[CH:10]=[C:9]([CH:7]2[O:3][C:4](=[O:28])[CH2:5][CH2:6]2)[CH:14]=[C:13]([I:15])[C:12]=1[O:16][CH2:17][CH2:18][CH3:19])[C:22]1[CH:23]=[CH:24][CH:25]=[CH:26][CH:27]=1. The catalyst class is: 8. (8) Reactant: CC1(C)[O:6][CH:5]2[C:7]([CH2:18][O:19]C(C3C=CC=CC=3)(C3C=CC=CC=3)C3C=CC=CC=3)=[CH:8][CH:9]([N:10]3[CH:14]=[N:13][C:12]([C:15]([NH2:17])=[O:16])=[N:11]3)[CH:4]2[O:3]1.Cl. Product: [OH:6][CH:5]1[C:4]([OH:3])=[C:9]([N:10]2[CH:14]=[N:13][C:12]([C:15]([NH2:17])=[O:16])=[N:11]2)[CH:8]=[C:7]1[CH2:18][OH:19]. The catalyst class is: 5.